This data is from Forward reaction prediction with 1.9M reactions from USPTO patents (1976-2016). The task is: Predict the product of the given reaction. (1) Given the reactants Cl.CN(C)CCCN=C=NCC.[C:13]([O:17][C:18]([NH:20][CH:21]([CH2:25][NH:26][C:27]1[CH:32]=[CH:31][CH:30]=[CH:29][C:28]=1[NH2:33])[C:22]([OH:24])=O)=[O:19])([CH3:16])([CH3:15])[CH3:14].[C:34]([O:37][CH2:38]C)(=[O:36])[CH3:35], predict the reaction product. The product is: [CH3:38][O:37][C:34](=[O:36])[CH2:35][N:33]1[C:22](=[O:24])[CH:21]([NH:20][C:18]([O:17][C:13]([CH3:14])([CH3:15])[CH3:16])=[O:19])[CH2:25][NH:26][C:27]2[CH:32]=[CH:31][CH:30]=[CH:29][C:28]1=2. (2) The product is: [Si:51]([O:54][C:55]1[CH:60]=[CH:59][C:58]([N:74]2[CH2:73][CH:72]([O:71][CH2:70][CH2:69][O:68][CH:63]3[CH2:64][CH2:65][CH2:66][CH2:67][O:62]3)[CH2:75]2)=[CH:57][CH:56]=1)([C:47]([CH3:50])([CH3:49])[CH3:48])([CH3:53])[CH3:52]. Given the reactants C1(P(C2C=CC=CC=2)C2C=CC3C(=CC=CC=3)C=2C2C3C(=CC=CC=3)C=CC=2P(C2C=CC=CC=2)C2C=CC=CC=2)C=CC=CC=1.[C:47]([Si:51]([O:54][C:55]1[CH:60]=[CH:59][C:58](I)=[CH:57][CH:56]=1)([CH3:53])[CH3:52])([CH3:50])([CH3:49])[CH3:48].[O:62]1[CH2:67][CH2:66][CH2:65][CH2:64][CH:63]1[O:68][CH2:69][CH2:70][O:71][CH:72]1[CH2:75][NH:74][CH2:73]1.CC(C)([O-])C.[Na+], predict the reaction product. (3) Given the reactants [N+:1]([C:4]1[CH:5]=[C:6]([CH:10]=[CH:11][CH:12]=1)[C:7](Cl)=[O:8])([O-:3])=[O:2].[S:13]1[CH2:17][CH2:16][NH:15][CH2:14]1.C(N(CC)CC)C, predict the reaction product. The product is: [N+:1]([C:4]1[CH:5]=[C:6]([C:7]([N:15]2[CH2:16][CH2:17][S:13][CH2:14]2)=[O:8])[CH:10]=[CH:11][CH:12]=1)([O-:3])=[O:2]. (4) Given the reactants [Cl:1][C:2]1[CH:11]=[C:10]2[C:5]([C:6]([NH:12][C@H:13]3[CH2:18][CH2:17][C@@H:16]([NH2:19])[CH2:15][CH2:14]3)=[CH:7][CH:8]=[N:9]2)=[CH:4][CH:3]=1.[CH:20]([C:22]1[CH:30]=[C:29]2[C:25]([CH:26]=[CH:27][NH:28]2)=[CH:24][CH:23]=1)=O.C([BH3-])#N.O1CCCC1, predict the reaction product. The product is: [Cl:1][C:2]1[CH:11]=[C:10]2[C:5]([C:6]([NH:12][C@H:13]3[CH2:14][CH2:15][C@@H:16]([NH:19][CH2:20][C:22]4[CH:30]=[C:29]5[C:25]([CH:26]=[CH:27][NH:28]5)=[CH:24][CH:23]=4)[CH2:17][CH2:18]3)=[CH:7][CH:8]=[N:9]2)=[CH:4][CH:3]=1. (5) Given the reactants C1(=O)OCCCCC1.[CH2:9](Br)[C:10]1[CH:15]=[CH:14][CH:13]=[CH:12][CH:11]=1.[OH-].[K+].Cl.[OH:20][CH2:21][CH2:22][CH2:23][CH2:24][CH2:25][C:26]([OH:28])=[O:27].[OH-].[Na+], predict the reaction product. The product is: [CH2:9]([O:20][CH2:21][CH2:22][CH2:23][CH2:24][CH2:25][C:26]([OH:28])=[O:27])[C:10]1[CH:15]=[CH:14][CH:13]=[CH:12][CH:11]=1. (6) Given the reactants Cl[CH2:2][CH2:3][CH2:4][O:5][C:6]1[CH:7]=[C:8]2[C:13](=[CH:14][CH:15]=1)[NH:12][C:11](=[O:16])[CH2:10][CH2:9]2.[NH:17]1[CH2:21][CH2:20][CH2:19][CH2:18]1, predict the reaction product. The product is: [N:17]1([CH2:2][CH2:3][CH2:4][O:5][C:6]2[CH:7]=[C:8]3[C:13](=[CH:14][CH:15]=2)[NH:12][C:11](=[O:16])[CH2:10][CH2:9]3)[CH2:21][CH2:20][CH2:19][CH2:18]1. (7) The product is: [F:13][C:14]1[CH:15]=[CH:16][C:17]([C:20]2([C:26]([NH:2][NH:1][C:3]3[CH:12]=[CH:11][CH:10]=[C:9]4[C:4]=3[CH:5]=[CH:6][CH:7]=[N:8]4)=[O:27])[CH2:25][CH2:24][CH2:23][CH2:22][CH2:21]2)=[CH:18][CH:19]=1. Given the reactants [NH:1]([C:3]1[CH:12]=[CH:11][CH:10]=[C:9]2[C:4]=1[CH:5]=[CH:6][CH:7]=[N:8]2)[NH2:2].[F:13][C:14]1[CH:19]=[CH:18][C:17]([C:20]2([C:26](Cl)=[O:27])[CH2:25][CH2:24][CH2:23][CH2:22][CH2:21]2)=[CH:16][CH:15]=1, predict the reaction product. (8) Given the reactants [Cl:1][C:2]1[CH:9]=[C:8]([C:10]2[NH:14][N:13]=[CH:12][CH:11]=2)[CH:7]=[CH:6][C:3]=1[C:4]#[N:5].O[CH2:16][C@H:17]([NH:19]C(=O)OC(C)(C)C)[CH3:18], predict the reaction product. The product is: [NH2:19][C@H:17]([CH3:18])[CH2:16][N:13]1[CH:12]=[CH:11][C:10]([C:8]2[CH:7]=[CH:6][C:3]([C:4]#[N:5])=[C:2]([Cl:1])[CH:9]=2)=[N:14]1. (9) The product is: [Cl:29][C:23]1[CH:24]=[CH:25][CH:26]=[C:27]([F:28])[C:22]=1[NH:21][C:19]([C:5]1[C:6]([NH:8][C:9]2[CH:14]=[CH:13][CH:12]=[CH:11][C:10]=2[S:15]([CH3:18])(=[O:16])=[O:17])=[N:7][C:2]([NH:36][C:35]2[CH:37]=[CH:38][C:32]([O:31][CH3:30])=[CH:33][CH:34]=2)=[N:3][CH:4]=1)=[O:20]. Given the reactants Cl[C:2]1[N:7]=[C:6]([NH:8][C:9]2[CH:14]=[CH:13][CH:12]=[CH:11][C:10]=2[S:15]([CH3:18])(=[O:17])=[O:16])[C:5]([C:19]([NH:21][C:22]2[C:27]([F:28])=[CH:26][CH:25]=[CH:24][C:23]=2[Cl:29])=[O:20])=[CH:4][N:3]=1.[CH3:30][O:31][C:32]1[CH:38]=[CH:37][C:35]([NH2:36])=[CH:34][CH:33]=1.Cl, predict the reaction product.